The task is: Regression. Given two drug SMILES strings and cell line genomic features, predict the synergy score measuring deviation from expected non-interaction effect.. This data is from NCI-60 drug combinations with 297,098 pairs across 59 cell lines. Drug 1: CCC1(CC2CC(C3=C(CCN(C2)C1)C4=CC=CC=C4N3)(C5=C(C=C6C(=C5)C78CCN9C7C(C=CC9)(C(C(C8N6C=O)(C(=O)OC)O)OC(=O)C)CC)OC)C(=O)OC)O.OS(=O)(=O)O. Drug 2: C1=NC2=C(N=C(N=C2N1C3C(C(C(O3)CO)O)O)F)N. Cell line: IGROV1. Synergy scores: CSS=13.7, Synergy_ZIP=-5.78, Synergy_Bliss=2.01, Synergy_Loewe=-27.8, Synergy_HSA=1.17.